This data is from Peptide-MHC class I binding affinity with 185,985 pairs from IEDB/IMGT. The task is: Regression. Given a peptide amino acid sequence and an MHC pseudo amino acid sequence, predict their binding affinity value. This is MHC class I binding data. (1) The peptide sequence is DRLASTVIY. The MHC is HLA-B27:03 with pseudo-sequence HLA-B27:03. The binding affinity (normalized) is 0.0847. (2) The peptide sequence is DIVKGLSGY. The MHC is HLA-A03:01 with pseudo-sequence HLA-A03:01. The binding affinity (normalized) is 0.0847. (3) The peptide sequence is KLYIALCKV. The MHC is HLA-A31:01 with pseudo-sequence HLA-A31:01. The binding affinity (normalized) is 0.389. (4) The peptide sequence is APTGDLPRA. The MHC is HLA-B07:02 with pseudo-sequence HLA-B07:02. The binding affinity (normalized) is 0.204.